This data is from Catalyst prediction with 721,799 reactions and 888 catalyst types from USPTO. The task is: Predict which catalyst facilitates the given reaction. (1) Product: [CH3:1][C:2]1[C:3](=[O:9])[N:4]=[C:5]([S:8][CH3:12])[NH:6][CH:7]=1. The catalyst class is: 8. Reactant: [CH3:1][C:2]1[C:3](=[O:9])[NH:4][C:5](=[S:8])[NH:6][CH:7]=1.[OH-].[K+].[CH3:12]I. (2) Reactant: [Cl:1][C:2]1[N:7]=[CH:6][N:5]=[C:4]([C:8](Cl)=[O:9])[CH:3]=1.ClC1N=CN=C(C(NC2C=CC(O)=CC=2)=O)C=1.[NH2:28][C:29]1[C:30]([CH3:35])=[CH:31][CH:32]=[CH:33][CH:34]=1.CCN(C(C)C)C(C)C. Product: [Cl:1][C:2]1[N:7]=[CH:6][N:5]=[C:4]([C:8]([NH:28][C:29]2[CH:34]=[CH:33][CH:32]=[CH:31][C:30]=2[CH3:35])=[O:9])[CH:3]=1. The catalyst class is: 2. (3) Reactant: [OH:1][CH:2]1[CH:6]([NH:7][C:8](=[O:15])[C:9]2[CH:14]=[CH:13][CH:12]=[CH:11][N:10]=2)[CH2:5][N:4]([C:16]([O:18][CH2:19][C:20]2[CH:25]=[CH:24][CH:23]=[CH:22][CH:21]=2)=[O:17])[CH2:3]1.CC(OI1(OC(C)=O)(OC(C)=O)OC(=O)C2C=CC=CC1=2)=O. Product: [O:1]=[C:2]1[CH:6]([NH:7][C:8](=[O:15])[C:9]2[CH:14]=[CH:13][CH:12]=[CH:11][N:10]=2)[CH2:5][N:4]([C:16]([O:18][CH2:19][C:20]2[CH:25]=[CH:24][CH:23]=[CH:22][CH:21]=2)=[O:17])[CH2:3]1. The catalyst class is: 2.